Dataset: Reaction yield outcomes from USPTO patents with 853,638 reactions. Task: Predict the reaction yield, written as a fraction of the theoretical maximum amount of product (1.0 means a 100% yield; for example, 0.34 means a 34% yield). (1) The reactants are [CH2:1]([C@:4]1([CH2:18][O:19][CH3:20])[CH2:8][N:7]([C@@H:9]([C:11]2[CH:16]=[CH:15][CH:14]=[CH:13][CH:12]=2)[CH3:10])[C:6](=[O:17])[CH2:5]1)[CH:2]=C.[O:21]=[O+][O-].[BH4-].[Na+].[Cl-].[NH4+]. The catalyst is CO.O.C(OCC)(=O)C.ClCCl. The product is [OH:21][CH2:2][CH2:1][C@:4]1([CH2:18][O:19][CH3:20])[CH2:8][N:7]([C@@H:9]([C:11]2[CH:16]=[CH:15][CH:14]=[CH:13][CH:12]=2)[CH3:10])[C:6](=[O:17])[CH2:5]1. The yield is 0.860. (2) The reactants are [NH2:1][C:2]1[C:7]([NH2:8])=[C:6]([NH:9][C@@H:10]2[C@@H:15]3[CH2:16][C@@H:12]([CH:13]=[CH:14]3)[C@@H:11]2[C:17]([NH2:19])=[O:18])[CH:5]=[CH:4][N:3]=1.[N:20]1([CH2:26][C:27]2[CH:34]=[CH:33][C:30]([CH:31]=O)=[CH:29][CH:28]=2)[CH2:25][CH2:24][O:23][CH2:22][CH2:21]1. No catalyst specified. The product is [N:20]1([CH2:26][C:27]2[CH:34]=[CH:33][C:30]([C:31]3[NH:1][C:2]4=[N:3][CH:4]=[CH:5][C:6]([NH:9][C@@H:10]5[C@@H:15]6[CH2:16][C@@H:12]([CH:13]=[CH:14]6)[C@@H:11]5[C:17]([NH2:19])=[O:18])=[C:7]4[N:8]=3)=[CH:29][CH:28]=2)[CH2:21][CH2:22][O:23][CH2:24][CH2:25]1. The yield is 0.320. (3) The reactants are [Cl:1][C:2]1[CH:7]=[C:6]([Cl:8])[CH:5]=[CH:4][C:3]=1[C:9]1[N:10]=[C:11]([C:14]2[CH:19]=[CH:18][C:17]([O:20][CH3:21])=[CH:16][CH:15]=2)[NH:12][CH:13]=1.[Br:22][C:23]1[CH:30]=[CH:29][C:26]([CH2:27]Br)=[CH:25][CH:24]=1. No catalyst specified. The product is [Br:22][C:23]1[CH:30]=[CH:29][C:26]([CH2:27][N:12]2[CH:13]=[C:9]([C:3]3[CH:4]=[CH:5][C:6]([Cl:8])=[CH:7][C:2]=3[Cl:1])[N:10]=[C:11]2[C:14]2[CH:19]=[CH:18][C:17]([O:20][CH3:21])=[CH:16][CH:15]=2)=[CH:25][CH:24]=1. The yield is 0.660. (4) The reactants are [O:1]=[C:2]1[CH:11]=[N:10][C:9]2[C:4](=[CH:5][CH:6]=[C:7]([C:12]([OH:14])=O)[CH:8]=2)[NH:3]1.[CH2:15]1[C@H:24]2[C@H:19]([CH2:20][CH2:21][C:22]3[CH:28]=[CH:27][CH:26]=[CH:25][C:23]=32)[NH:18][CH2:17][CH2:16]1.F[P-](F)(F)(F)(F)F.N1(OC(N(C)C)=[N+](C)C)C2N=CC=CC=2N=N1. No catalyst specified. The product is [CH2:15]1[C@H:24]2[C@H:19]([CH2:20][CH2:21][C:22]3[CH:28]=[CH:27][CH:26]=[CH:25][C:23]=32)[N:18]([C:12]([C:7]2[CH:8]=[C:9]3[C:4](=[CH:5][CH:6]=2)[NH:3][C:2](=[O:1])[CH:11]=[N:10]3)=[O:14])[CH2:17][CH2:16]1. The yield is 0.190. (5) The yield is 0.880. The catalyst is C1COCC1. The product is [Cl:15][C:16]1[CH:22]=[CH:21][C:19]([NH:20][C:10]([C:6]2[C:7]([CH3:9])=[N:8][C:3]([C:2]([F:14])([F:13])[F:1])=[CH:4][CH:5]=2)=[O:11])=[CH:18][C:17]=1[C:23]1[CH:28]=[CH:27][CH:26]=[CH:25][N:24]=1. The reactants are [F:1][C:2]([F:14])([F:13])[C:3]1[N:8]=[C:7]([CH3:9])[C:6]([C:10](Cl)=[O:11])=[CH:5][CH:4]=1.[Cl:15][C:16]1[CH:22]=[CH:21][C:19]([NH2:20])=[CH:18][C:17]=1[C:23]1[CH:28]=[CH:27][CH:26]=[CH:25][N:24]=1.CCOC(C)=O.